Dataset: Catalyst prediction with 721,799 reactions and 888 catalyst types from USPTO. Task: Predict which catalyst facilitates the given reaction. Reactant: CO[CH2:3][N:4]([CH2:10][C:11]1[CH:16]=[CH:15][CH:14]=[CH:13][CH:12]=1)[CH2:5][Si](C)(C)C.[F:17][C:18]1[CH:23]=[C:22]([F:24])[CH:21]=[CH:20][C:19]=1/[CH:25]=[CH:26]/[C:27](=[O:29])[CH3:28]. Product: [CH2:10]([N:4]1[CH2:3][CH:25]([C:19]2[CH:20]=[CH:21][C:22]([F:24])=[CH:23][C:18]=2[F:17])[CH:26]([C:27](=[O:29])[CH3:28])[CH2:5]1)[C:11]1[CH:12]=[CH:13][CH:14]=[CH:15][CH:16]=1. The catalyst class is: 557.